Dataset: Catalyst prediction with 721,799 reactions and 888 catalyst types from USPTO. Task: Predict which catalyst facilitates the given reaction. (1) Reactant: [Br:1][C:2]1[C:7]([CH2:8]Br)=[CH:6][CH:5]=[CH:4][N:3]=1.[C-:10]#[N:11].[Na+].O.C(O)C. The catalyst class is: 4. Product: [Br:1][C:2]1[C:7]([CH2:8][C:10]#[N:11])=[CH:6][CH:5]=[CH:4][N:3]=1. (2) Reactant: C(OC(=O)[NH:10][C@H:11]([C:14]1[CH:19]=[CH:18][C:17]([O:20]CC2C=CC=CC=2)=[CH:16][C:15]=1[O:28][CH3:29])[CH2:12][OH:13])C1C=CC=CC=1. Product: [NH2:10][C@H:11]([C:14]1[CH:19]=[CH:18][C:17]([OH:20])=[CH:16][C:15]=1[O:28][CH3:29])[CH2:12][OH:13]. The catalyst class is: 515.